From a dataset of Experimentally validated miRNA-target interactions with 360,000+ pairs, plus equal number of negative samples. Binary Classification. Given a miRNA mature sequence and a target amino acid sequence, predict their likelihood of interaction. (1) The miRNA is hsa-miR-3152-3p with sequence UGUGUUAGAAUAGGGGCAAUAA. The protein sequence of the target gene is MLEEDMEVAIKMVVVGNGAVGKSSMIQRYCKGIFTKDYKKTIGVDFLERQIQVNDEDVRLMLWDTAGQEEFDAITKAYYRGAQACVLVFSTTDRESFEAVSSWREKVVAEVGDIPTVLVQNKIDLLDDSCIKNEEAEALAKRLKLRFYRTSVKEDLNVNEVFKYLAEKYLQKLKQQIAEDPELTHSSSNKIGVFNTSGGSHSGQNSGTLNGGDVINLRPNKQRTKKNRNPFSSCSIP. Result: 1 (interaction). (2) The miRNA is hsa-miR-1825 with sequence UCCAGUGCCCUCCUCUCC. The protein sequence of the target gene is MGNQLDRITHLNYSELPTGDPSGIEKDELRVGVAYFFSDEEEDLDERGQPDKFGVKGPPGCSPCPESPSRHHHHLLHQLVLNETQFSAFRGQECIFSKVTGGPQGADLSVYAVTALPAICEPGDLLELLWLQPATEQPAPAPHWAVYVGGGQVIHLHQGEIRQDSLYQAGAANVGRVVNSWYRYRPLVAELVVQNACGHLGLKSEEICWTNSESFAAWCRFGKREFKAGGEVPAGTQPPQQQYYLKVHLEENKVHTARFHSLEDLIREKRRIDASGRLRVLQELEDFVDDKE. Result: 0 (no interaction). (3) The miRNA is hsa-miR-5192 with sequence AGGAGAGUGGAUUCCAGGUGGU. The protein sequence of the target gene is MAGNVKKSSGAGGGSGSGGSGSGGLIGLMKDAFQPHHHHHHHLSPHPPGTVDKKMVEKCWKLMDKVVRLCQNPKLALKNSPPYILDLLPDTYQHLRTILSRYEGKMETLGENEYFRVFMENLMKKTKQTISLFKEGKERMYEENSQPRRNLTKLSLIFSHMLAELKGIFPSGLFQGDTFRITKADAAEFWRKAFGEKTIVPWKSFRQALHEVHPISSGLEAMALKSTIDLTCNDYISVFEFDIFTRLFQPWSSLLRNWNSLAVTHPGYMAFLTYDEVKARLQKFIHKPGSYIFRLSCTRL.... Result: 1 (interaction).